From a dataset of Forward reaction prediction with 1.9M reactions from USPTO patents (1976-2016). Predict the product of the given reaction. (1) Given the reactants [I:1][C:2]1[CH:7]=[CH:6][C:5]([OH:8])=[CH:4][CH:3]=1.[Br:9]Br.S([O-])([O-])(=O)=S.[Na+].[Na+], predict the reaction product. The product is: [Br:9][C:6]1[CH:7]=[C:2]([I:1])[CH:3]=[CH:4][C:5]=1[OH:8]. (2) Given the reactants [Si:1]([O:8]S(C(F)(F)F)(=O)=O)([C:4]([CH3:7])([CH3:6])[CH3:5])([CH3:3])[CH3:2].O[C@@H:17]1[N:23]([C:24]([O:26][CH2:27][C:28]2[CH:33]=[CH:32][C:31]([NH:34][NH:35][CH:36]([CH3:52])[C:37]([NH:39][CH:40]([CH:49]([CH3:51])[CH3:50])[C:41](=[O:48])[C:42]([O:44][CH2:45][CH:46]=[CH2:47])=[O:43])=[O:38])=[CH:30][CH:29]=2)=[O:25])[C:22]2[CH:53]=[C:54]([O:59][Si:60]([CH:67]([CH3:69])[CH3:68])([CH:64]([CH3:66])[CH3:65])[CH:61]([CH3:63])[CH3:62])[C:55]([O:57][CH3:58])=[CH:56][C:21]=2[C:20](=[O:70])[N:19]2[CH:71]=[C:72]([CH3:74])[CH2:73][C@@H:18]12.N1C(C)=CC=CC=1C, predict the reaction product. The product is: [Si:1]([O:8][C@@H:17]1[N:23]([C:24]([O:26][CH2:27][C:28]2[CH:29]=[CH:30][C:31]([NH:34][NH:35][CH:36]([CH3:52])[C:37]([NH:39][CH:40]([CH:49]([CH3:51])[CH3:50])[C:41](=[O:48])[C:42]([O:44][CH2:45][CH:46]=[CH2:47])=[O:43])=[O:38])=[CH:32][CH:33]=2)=[O:25])[C:22]2[CH:53]=[C:54]([O:59][Si:60]([CH:64]([CH3:66])[CH3:65])([CH:67]([CH3:68])[CH3:69])[CH:61]([CH3:62])[CH3:63])[C:55]([O:57][CH3:58])=[CH:56][C:21]=2[C:20](=[O:70])[N:19]2[CH:71]=[C:72]([CH3:74])[CH2:73][C@@H:18]12)([C:4]([CH3:7])([CH3:6])[CH3:5])([CH3:3])[CH3:2]. (3) Given the reactants Br[C:2]1[CH:3]=[C:4]([O:15][C:16]2[CH:21]=[CH:20][CH:19]=[CH:18][CH:17]=2)[CH:5]=[C:6]([O:8][C:9]2[CH:14]=[CH:13][CH:12]=[CH:11][CH:10]=2)[CH:7]=1.[CH:22]1[C:34]2[N:33]([C:35]3[CH:40]=[CH:39][C:38](B(O)O)=[CH:37][CH:36]=3)[C:32]3[C:27](=[CH:28][CH:29]=[CH:30][CH:31]=3)[C:26]=2[CH:25]=[CH:24][CH:23]=1.P([O-])([O-])([O-])=O.[K+].[K+].[K+].C1(C)C=CC=CC=1, predict the reaction product. The product is: [O:8]([C:6]1[CH:7]=[C:2]([C:38]2[CH:39]=[CH:40][C:35]([N:33]3[C:32]4[CH:31]=[CH:30][CH:29]=[CH:28][C:27]=4[C:26]4[C:34]3=[CH:22][CH:23]=[CH:24][CH:25]=4)=[CH:36][CH:37]=2)[CH:3]=[C:4]([O:15][C:16]2[CH:21]=[CH:20][CH:19]=[CH:18][CH:17]=2)[CH:5]=1)[C:9]1[CH:14]=[CH:13][CH:12]=[CH:11][CH:10]=1. (4) Given the reactants C[O:2][C:3](=O)[CH:4]=[CH:5][C:6]1C=CC(O)=[CH:8][CH:7]=1.[C:14](/[C:16](=[CH:21]\[C:22]1[CH:27]=[CH:26][C:25]([OH:28])=[CH:24][CH:23]=1)/[C:17]([O:19][CH3:20])=[O:18])#[N:15].BrCCCO.ClCCCCCCO, predict the reaction product. The product is: [C:14](/[C:16](=[CH:21]\[C:22]1[CH:23]=[CH:24][C:25]([O:28][CH2:8][CH2:7][CH2:6][CH2:5][CH2:4][CH2:3][OH:2])=[CH:26][CH:27]=1)/[C:17]([O:19][CH3:20])=[O:18])#[N:15].